Dataset: Reaction yield outcomes from USPTO patents with 853,638 reactions. Task: Predict the reaction yield, written as a fraction of the theoretical maximum amount of product (1.0 means a 100% yield; for example, 0.34 means a 34% yield). (1) The reactants are C[O:2][C:3](=[O:31])[C@H:4]([CH2:24][C:25]1[CH:30]=[CH:29][CH:28]=[CH:27][CH:26]=1)[NH:5][C:6](=[O:23])[CH:7]=[CH:8][C:9]1[CH:14]=[CH:13][C:12]([CH2:15][O:16][C:17]2[CH:22]=[CH:21][CH:20]=[CH:19][CH:18]=2)=[CH:11][CH:10]=1.O.[OH-].[Li+]. The catalyst is CO. The product is [O:16]([CH2:15][C:12]1[CH:13]=[CH:14][C:9]([CH:8]=[CH:7][C:6]([NH:5][C@H:4]([C:3]([OH:31])=[O:2])[CH2:24][C:25]2[CH:26]=[CH:27][CH:28]=[CH:29][CH:30]=2)=[O:23])=[CH:10][CH:11]=1)[C:17]1[CH:18]=[CH:19][CH:20]=[CH:21][CH:22]=1. The yield is 0.860. (2) The yield is 0.880. The reactants are C(OC([N:8]1[CH2:14][C:13]2[CH:15]=[C:16]([C@@H:19]3[C@@H:21]([C:22]4[CH:27]=[CH:26][CH:25]=[CH:24][CH:23]=4)[C@H:20]3[C:28]([O:30][CH3:31])=[O:29])[CH:17]=[CH:18][C:12]=2[O:11][CH2:10][CH2:9]1)=O)(C)(C)C. The catalyst is CO.OS(O)(=O)=O. The product is [CH3:31][O:30][C:28]([C@H:20]1[C@H:19]([C:16]2[CH:17]=[CH:18][C:12]3[O:11][CH2:10][CH2:9][NH:8][CH2:14][C:13]=3[CH:15]=2)[C@H:21]1[C:22]1[CH:23]=[CH:24][CH:25]=[CH:26][CH:27]=1)=[O:29]. (3) The reactants are CN(C)[CH:3]=[O:4].P(Cl)(Cl)(Cl)=O.[CH2:11]([O:13][C:14]([C:16]1[C:20]([CH3:21])=[CH:19][NH:18][C:17]=1[CH3:22])=[O:15])[CH3:12].Cl. The catalyst is ClCCl. The product is [CH2:11]([O:13][C:14]([C:16]1[C:20]([CH3:21])=[C:19]([CH:3]=[O:4])[NH:18][C:17]=1[CH3:22])=[O:15])[CH3:12]. The yield is 1.00. (4) The reactants are [C:1]([NH:4][CH2:5][CH2:6][C:7]1[CH:12]=[CH:11][C:10]([C:13]2[CH:14]=[C:15]3[C:19](=[C:20]([C:22]([NH2:24])=[O:23])[CH:21]=2)[NH:18][CH:17]=[C:16]3[CH:25]2[CH2:30][CH2:29][N:28]([S:31]([CH2:34][CH3:35])(=[O:33])=[O:32])[CH2:27][CH2:26]2)=[CH:9][CH:8]=1)(=[O:3])[CH3:2].Br[C:37]1[CH:42]=CC(CCNC(=O)C)=C[CH:38]=1. No catalyst specified. The product is [CH:2]1([C:1]([NH:4][CH2:5][CH2:6][C:7]2[CH:12]=[CH:11][C:10]([C:13]3[CH:14]=[C:15]4[C:19](=[C:20]([C:22]([NH2:24])=[O:23])[CH:21]=3)[NH:18][CH:17]=[C:16]4[CH:25]3[CH2:30][CH2:29][N:28]([S:31]([CH2:34][CH3:35])(=[O:32])=[O:33])[CH2:27][CH2:26]3)=[CH:9][CH:8]=2)=[O:3])[CH2:42][CH2:37][CH2:38]1. The yield is 0.483. (5) The reactants are [C:1]([N:4]1[C:13]2[C:8](=[CH:9][C:10]([C:14]#[N:15])=[CH:11][CH:12]=2)[C@H:7]([NH2:16])[C@@H:6]([CH3:17])[C@@H:5]1[CH:18]1[CH2:20][CH2:19]1)(=[O:3])[CH3:2].[Si:21]([O:28][CH2:29][C:30]1[C:31](Cl)=[N:32][C:33]([CH3:36])=[CH:34][CH:35]=1)([C:24]([CH3:27])([CH3:26])[CH3:25])([CH3:23])[CH3:22].CC(C)([O-])C.[Na+].CN(C1C(C2C(P(C3CCCCC3)C3CCCCC3)=CC=CC=2)=CC=CC=1)C. The catalyst is C1C=CC(/C=C/C(/C=C/C2C=CC=CC=2)=O)=CC=1.C1C=CC(/C=C/C(/C=C/C2C=CC=CC=2)=O)=CC=1.C1C=CC(/C=C/C(/C=C/C2C=CC=CC=2)=O)=CC=1.[Pd].[Pd].O1CCOCC1. The product is [C:1]([N:4]1[C:13]2[C:8](=[CH:9][C:10]([C:14]#[N:15])=[CH:11][CH:12]=2)[C@H:7]([NH:16][C:31]2[C:30]([CH2:29][O:28][Si:21]([C:24]([CH3:26])([CH3:25])[CH3:27])([CH3:22])[CH3:23])=[CH:35][CH:34]=[C:33]([CH3:36])[N:32]=2)[C@@H:6]([CH3:17])[C@@H:5]1[CH:18]1[CH2:20][CH2:19]1)(=[O:3])[CH3:2]. The yield is 0.180. (6) The reactants are [C:1]([O:5][C:6]([N:8]([CH3:16])[C@H:9]([CH:13]([CH3:15])[CH3:14])[C:10]([OH:12])=[O:11])=[O:7])([CH3:4])([CH3:3])[CH3:2].[C:17]1([CH2:23]O)[CH:22]=[CH:21][CH:20]=[CH:19][CH:18]=1.N1C2C(=NC=CC=2)N(O)N=1.C(N=C=NCCCN(C)C)C.CCN(C(C)C)C(C)C. The catalyst is CN(C=O)C.[Au]. The product is [C:1]([O:5][C:6]([N:8]([CH3:16])[C@H:9]([CH:13]([CH3:14])[CH3:15])[C:10]([O:12][CH2:23][C:17]1[CH:22]=[CH:21][CH:20]=[CH:19][CH:18]=1)=[O:11])=[O:7])([CH3:4])([CH3:3])[CH3:2]. The yield is 0.450. (7) The reactants are Br[C:2]1[CH:10]=[CH:9][C:5]([C:6]([OH:8])=[O:7])=[CH:4][CH:3]=1.C([Li])CCC.[C:16]1(=[O:22])[CH2:21][CH2:20][CH2:19][CH2:18][CH2:17]1.CCCCCC. The catalyst is O1CCCC1. The product is [OH:22][C:16]1([C:2]2[CH:10]=[CH:9][C:5]([C:6]([OH:8])=[O:7])=[CH:4][CH:3]=2)[CH2:21][CH2:20][CH2:19][CH2:18][CH2:17]1. The yield is 0.110. (8) The reactants are [CH:1]1([NH:4][C:5]2[N:10]=[C:9]([C:11]3[CH:12]=[N:13][N:14]4[C:19]=3[CH:18]=[CH:17][CH:16]=[N:15]4)[CH:8]=[CH:7][N:6]=2)[CH2:3][CH2:2]1.[H-].[Na+].[CH3:22]I. The catalyst is CN(C=O)C. The product is [CH:1]1([N:4]([CH3:22])[C:5]2[N:10]=[C:9]([C:11]3[CH:12]=[N:13][N:14]4[C:19]=3[CH:18]=[CH:17][CH:16]=[N:15]4)[CH:8]=[CH:7][N:6]=2)[CH2:2][CH2:3]1. The yield is 0.800. (9) The reactants are C[Si]([N-][Si](C)(C)C)(C)C.[Na+].[Cl:11][C:12]1[CH:17]=[CH:16][CH:15]=[C:14]([NH:18][CH3:19])[N:13]=1.[Cl:20][C:21]1[N:26]=[C:25](Cl)[CH:24]=[CH:23][N:22]=1. The catalyst is C1COCC1.C(O)(=O)C. The product is [Cl:20][C:21]1[N:26]=[C:25]([N:18]([C:14]2[CH:15]=[CH:16][CH:17]=[C:12]([Cl:11])[N:13]=2)[CH3:19])[CH:24]=[CH:23][N:22]=1. The yield is 0.340.